From a dataset of Full USPTO retrosynthesis dataset with 1.9M reactions from patents (1976-2016). Predict the reactants needed to synthesize the given product. (1) Given the product [NH2:9][C:8]1[N:17]([CH:11]2[CH2:16][CH2:15][CH2:14][CH2:13][CH2:12]2)[N:18]=[CH:4][C:5]=1[C:6]#[N:7], predict the reactants needed to synthesize it. The reactants are: CCO[CH:4]=[C:5]([C:8]#[N:9])[C:6]#[N:7].Cl.[CH:11]1([NH:17][NH2:18])[CH2:16][CH2:15][CH2:14][CH2:13][CH2:12]1.C(N(CC)CC)C. (2) Given the product [ClH:22].[NH:2]1[C:6]2[CH:7]=[CH:8][CH:9]=[CH:10][C:5]=2[N:4]=[C:3]1[C@H:11]([NH:21][C:32]([NH:31][CH2:30][CH2:29][C:24]1[CH:25]=[CH:26][CH:27]=[CH:28][C:23]=1[Cl:22])=[O:33])[CH2:12][C:13]1[CH:18]=[CH:17][C:16]([O:19][CH3:20])=[CH:15][CH:14]=1, predict the reactants needed to synthesize it. The reactants are: Cl.[NH:2]1[C:6]2[CH:7]=[CH:8][CH:9]=[CH:10][C:5]=2[N:4]=[C:3]1[C@H:11]([NH2:21])[CH2:12][C:13]1[CH:18]=[CH:17][C:16]([O:19][CH3:20])=[CH:15][CH:14]=1.[Cl:22][C:23]1[CH:28]=[CH:27][CH:26]=[CH:25][C:24]=1[CH2:29][CH2:30][NH2:31].[C:32](O)(C(F)(F)F)=[O:33]. (3) Given the product [Cl:1][C:2]1[CH:33]=[CH:32][C:5]2[N:6]([C@H:23]3[CH2:24][C@H:25]([CH2:27][OH:28])[CH2:26]3)[C:7]([CH2:9][N:10]3[C:14]4=[CH:15][N:16]=[CH:17][CH:18]=[C:13]4[C:12]([S:19]([CH3:22])(=[O:21])=[O:20])=[N:11]3)=[N:8][C:4]=2[CH:3]=1, predict the reactants needed to synthesize it. The reactants are: [Cl:1][C:2]1[CH:33]=[CH:32][C:5]2[N:6]([C@H:23]3[CH2:26][C@H:25]([C:27](OCC)=[O:28])[CH2:24]3)[C:7]([CH2:9][N:10]3[C:14]4=[CH:15][N:16]=[CH:17][CH:18]=[C:13]4[C:12]([S:19]([CH3:22])(=[O:21])=[O:20])=[N:11]3)=[N:8][C:4]=2[CH:3]=1.[BH4-].[Na+]. (4) Given the product [O:1]=[C:2]([O:9][CH2:10][C:11]([Cl:14])([Cl:13])[Cl:12])[CH2:3][CH2:4][CH2:5][C:6]([Cl:23])=[O:7], predict the reactants needed to synthesize it. The reactants are: [O:1]=[C:2]([O:9][CH2:10][C:11]([Cl:14])([Cl:13])[Cl:12])[CH2:3][CH2:4][CH2:5][C:6](O)=[O:7].O1CCCC1.C(Cl)(=O)C([Cl:23])=O. (5) Given the product [C:2]12([CH2:12][CH2:13][N:14]([OH:27])[C:15]([NH:17][CH2:18][CH2:19][CH2:20][C:21]3[CH:26]=[CH:25][N:24]=[CH:23][CH:22]=3)=[O:16])[CH2:9][CH:8]3[CH2:7][CH:6]([CH2:5][CH:4]([CH2:10]3)[CH2:3]1)[CH2:11]2, predict the reactants needed to synthesize it. The reactants are: Cl.[C:2]12([CH2:12][CH2:13][N:14]([O:27]CC3C=CC=CC=3)[C:15]([NH:17][CH2:18][CH2:19][CH2:20][C:21]3[CH:26]=[CH:25][N:24]=[CH:23][CH:22]=3)=[O:16])[CH2:11][CH:6]3[CH2:7][CH:8]([CH2:10][CH:4]([CH2:5]3)[CH2:3]1)[CH2:9]2.